Dataset: Forward reaction prediction with 1.9M reactions from USPTO patents (1976-2016). Task: Predict the product of the given reaction. (1) Given the reactants O[CH2:2][C@H:3](C)[C:4](OC)=O.[C:9]([O-:12])(O)=O.[Na+].[BH4-].[Na+].C(O)(=O)[CH2:17][C:18]([CH2:23]C(O)=O)([C:20](O)=O)[OH:19], predict the reaction product. The product is: [C:18]([O:19][CH2:2][C@H:3]([CH3:4])[CH2:9][OH:12])([CH3:17])([CH3:20])[CH3:23]. (2) Given the reactants [CH3:1][C:2]1[CH:7]=[CH:6][CH:5]=[CH:4][C:3]=1[C:8]1[C:21](=[O:22])[N:20]([C@H:23]2[CH2:27][CH2:26][O:25][CH2:24]2)[C:11]2[N:12]=[C:13](S(C)(=O)=O)[N:14]=[CH:15][C:10]=2[CH:9]=1.[NH2:28][CH:29]1[CH2:34][CH2:33][N:32]([C:35]([O:37][C:38]([CH3:41])([CH3:40])[CH3:39])=[O:36])[CH2:31][CH2:30]1, predict the reaction product. The product is: [CH3:1][C:2]1[CH:7]=[CH:6][CH:5]=[CH:4][C:3]=1[C:8]1[C:21](=[O:22])[N:20]([C@H:23]2[CH2:27][CH2:26][O:25][CH2:24]2)[C:11]2[N:12]=[C:13]([NH:28][CH:29]3[CH2:30][CH2:31][N:32]([C:35]([O:37][C:38]([CH3:41])([CH3:40])[CH3:39])=[O:36])[CH2:33][CH2:34]3)[N:14]=[CH:15][C:10]=2[CH:9]=1. (3) The product is: [CH2:20]([O:22][C:23]1[CH:30]=[CH:29][C:26]([CH2:27][N:4]2[CH2:3][CH2:2][N:1]([C:7]3[CH:8]=[CH:9][C:10]4[N:11]([C:13]([C:16]([F:17])([F:18])[F:19])=[N:14][N:15]=4)[N:12]=3)[CH2:6][CH2:5]2)=[CH:25][CH:24]=1)[CH3:21]. Given the reactants [N:1]1([C:7]2[CH:8]=[CH:9][C:10]3[N:11]([C:13]([C:16]([F:19])([F:18])[F:17])=[N:14][N:15]=3)[N:12]=2)[CH2:6][CH2:5][NH:4][CH2:3][CH2:2]1.[CH2:20]([O:22][C:23]1[CH:30]=[CH:29][C:26]([CH:27]=O)=[CH:25][CH:24]=1)[CH3:21], predict the reaction product. (4) Given the reactants Br[C:2]1[C:3]([O:31][CH2:32][C:33]([F:36])([F:35])[F:34])=[N:4][CH:5]=[C:6]([CH:30]=1)[C:7]([NH:9][CH2:10][CH2:11][NH:12][C:13]([C:15]1[C:16]([C:26]([F:29])([F:28])[F:27])=[N:17][N:18]([C:20]2[CH:25]=[CH:24][CH:23]=[CH:22][CH:21]=2)[CH:19]=1)=[O:14])=[O:8].[Br-].[CH2:38]([Zn+])[CH2:39][CH3:40], predict the reaction product. The product is: [C:20]1([N:18]2[CH:19]=[C:15]([C:13]([NH:12][CH2:11][CH2:10][NH:9][C:7](=[O:8])[C:6]3[CH:30]=[C:2]([CH2:38][CH2:39][CH3:40])[C:3]([O:31][CH2:32][C:33]([F:36])([F:35])[F:34])=[N:4][CH:5]=3)=[O:14])[C:16]([C:26]([F:29])([F:28])[F:27])=[N:17]2)[CH:25]=[CH:24][CH:23]=[CH:22][CH:21]=1. (5) Given the reactants Br[C:2]1[CH:7]=[CH:6][C:5]([C:8]2[CH:9]=[N:10][C:11]3[N:12]([C:14]([C:17]4([C:20]5[CH:21]=[C:22]6[C:27](=[CH:28][CH:29]=5)[N:26]=[CH:25][CH:24]=[CH:23]6)[CH2:19][CH2:18]4)=[CH:15][N:16]=3)[CH:13]=2)=[CH:4][C:3]=1[F:30].[NH:31]1[CH2:35][CH2:34][CH2:33][C:32]1=[O:36].CN[C@H]1CCCC[C@@H]1NC.C(=O)([O-])[O-].[K+].[K+], predict the reaction product. The product is: [F:30][C:3]1[CH:4]=[C:5]([C:8]2[CH:9]=[N:10][C:11]3[N:12]([C:14]([C:17]4([C:20]5[CH:21]=[C:22]6[C:27](=[CH:28][CH:29]=5)[N:26]=[CH:25][CH:24]=[CH:23]6)[CH2:19][CH2:18]4)=[CH:15][N:16]=3)[CH:13]=2)[CH:6]=[CH:7][C:2]=1[N:31]1[CH2:35][CH2:34][CH2:33][C:32]1=[O:36]. (6) Given the reactants CC1C=CC(S(O[CH2:12][C@@H:13]2[O:18][C:17]3[CH:19]=[C:20]([S:23]([CH3:26])(=[O:25])=[O:24])[CH:21]=[CH:22][C:16]=3[O:15][CH2:14]2)(=O)=O)=CC=1.[CH3:27][C:28]([CH3:32])([CH3:31])[CH2:29][NH2:30], predict the reaction product. The product is: [CH3:27][C:28]([CH3:32])([CH3:31])[CH2:29][NH:30][CH2:12][C@@H:13]1[O:18][C:17]2[CH:19]=[C:20]([S:23]([CH3:26])(=[O:24])=[O:25])[CH:21]=[CH:22][C:16]=2[O:15][CH2:14]1. (7) Given the reactants C(O[C:4]([C:6]1[C:7]2[S:15][CH:14]=[C:13]([CH2:16][O:17][C:18]3[CH:23]=[C:22]([NH:24][C:25](=[O:34])[C:26]4[CH:31]=[CH:30][C:29](F)=[C:28]([Cl:33])[CH:27]=4)[CH:21]=[CH:20][C:19]=3[CH3:35])[C:8]=2[C:9]([NH2:12])=[N:10][CH:11]=1)=[O:5])C.[CH2:36]([CH2:38][NH2:39])[OH:37], predict the reaction product. The product is: [OH:37][CH2:36][CH2:38][NH:39][C:4]([C:6]1[C:7]2[S:15][CH:14]=[C:13]([CH2:16][O:17][C:18]3[CH:23]=[C:22]([NH:24][C:25](=[O:34])[C:26]4[CH:31]=[CH:30][C:29]([NH:39][CH2:38][CH2:36][OH:37])=[C:28]([Cl:33])[CH:27]=4)[CH:21]=[CH:20][C:19]=3[CH3:35])[C:8]=2[C:9]([NH2:12])=[N:10][CH:11]=1)=[O:5].